Dataset: Catalyst prediction with 721,799 reactions and 888 catalyst types from USPTO. Task: Predict which catalyst facilitates the given reaction. (1) Reactant: [NH2:1][C:2]1[S:6][C:5]2[CH2:7][CH2:8][CH2:9][CH2:10][C:4]=2[C:3]=1[C:11]([C:13]1[CH:18]=[CH:17][C:16]([CH3:19])=[CH:15][CH:14]=1)=O.O=[C:21]([CH2:29][CH3:30])[CH2:22][CH2:23][C:24]([O:26][CH2:27][CH3:28])=[O:25].Cl[Si](C)(C)C. Product: [CH2:29]([C:21]1[N:1]=[C:2]2[S:6][C:5]3[CH2:7][CH2:8][CH2:9][CH2:10][C:4]=3[C:3]2=[C:11]([C:13]2[CH:18]=[CH:17][C:16]([CH3:19])=[CH:15][CH:14]=2)[C:22]=1[CH2:23][C:24]([O:26][CH2:27][CH3:28])=[O:25])[CH3:30]. The catalyst class is: 3. (2) Reactant: C(OC(=O)[NH:7][CH2:8][CH2:9][N:10]1[CH2:14][CH2:13][CH:12]([NH:15][C:16]([C:18]2[CH:38]=[CH:37][C:21]3[N:22]([CH3:36])[C:23]([NH:25][C:26]4[S:27][C:28]5[CH:34]=[C:33]([Cl:35])[CH:32]=[CH:31][C:29]=5[N:30]=4)=[N:24][C:20]=3[CH:19]=2)=[O:17])[CH2:11]1)(C)(C)C. Product: [ClH:35].[ClH:35].[ClH:35].[NH2:7][CH2:8][CH2:9][N:10]1[CH2:14][CH2:13][CH:12]([NH:15][C:16]([C:18]2[CH:38]=[CH:37][C:21]3[N:22]([CH3:36])[C:23]([NH:25][C:26]4[S:27][C:28]5[CH:34]=[C:33]([Cl:35])[CH:32]=[CH:31][C:29]=5[N:30]=4)=[N:24][C:20]=3[CH:19]=2)=[O:17])[CH2:11]1. The catalyst class is: 89.